This data is from Reaction yield outcomes from USPTO patents with 853,638 reactions. The task is: Predict the reaction yield, written as a fraction of the theoretical maximum amount of product (1.0 means a 100% yield; for example, 0.34 means a 34% yield). (1) The reactants are C([Li])CCC.C(NC(C)C)(C)C.C(N(CC)[C:16](=[O:31])[C:17]1[CH:22]=[CH:21][CH:20]=[CH:19][C:18]=1[C:23]1[CH:28]=[CH:27][C:26]([O:29][CH3:30])=[CH:25][N:24]=1)C.[Cl-].[NH4+]. The catalyst is CCCCCC.O1CCCC1. The product is [CH3:30][O:29][C:26]1[CH:27]=[C:28]2[C:16](=[O:31])[C:17]3[C:18](=[CH:19][CH:20]=[CH:21][CH:22]=3)[C:23]2=[N:24][CH:25]=1. The yield is 0.220. (2) The reactants are [C:1]12([C:14]([O:16]C)=[O:15])[CH2:9][CH2:8][C:5]([C:10]([O:12][CH3:13])=[O:11])([CH2:6][CH2:7]1)[CH2:4][CH2:3][CH2:2]2.O.O.O.O.O.O.O.O.[OH-].[Ba+2].[OH-]. The product is [CH3:13][O:12][C:10]([C:5]12[CH2:6][CH2:7][C:1]([C:14]([OH:16])=[O:15])([CH2:9][CH2:8]1)[CH2:2][CH2:3][CH2:4]2)=[O:11]. The yield is 0.490. The catalyst is CO.O. (3) The reactants are Cl.[CH2:2]1[C:7]2=[C:8]([C:15]([N:17]3[CH2:22][CH2:21][C:20]4([C:26]5[CH:27]=[CH:28][CH:29]=[CH:30][C:25]=5[CH2:24][O:23]4)[CH2:19][CH2:18]3)=[O:16])[C:9]3[CH:10]=[CH:11][CH:12]=[CH:13][C:14]=3[N:6]2[CH2:5][CH2:4][NH:3]1.[CH2:31](N(CC)CC)C.C=O.C([BH3-])#N.[Na+]. The catalyst is CO. The product is [CH3:31][N:3]1[CH2:4][CH2:5][N:6]2[C:14]3[CH:13]=[CH:12][CH:11]=[CH:10][C:9]=3[C:8]([C:15]([N:17]3[CH2:22][CH2:21][C:20]4([C:26]5[CH:27]=[CH:28][CH:29]=[CH:30][C:25]=5[CH2:24][O:23]4)[CH2:19][CH2:18]3)=[O:16])=[C:7]2[CH2:2]1. The yield is 0.760. (4) The reactants are [CH3:1][O:2][C:3]1[CH:4]=[C:5]2[C:10](=[CH:11][C:12]=1[O:13][CH3:14])[N:9]=[CH:8][CH:7]=[C:6]2[O:15][C:16]1[C:22]([CH3:23])=[CH:21][C:19]([NH2:20])=[C:18]([CH3:24])[CH:17]=1.Cl[C:26](Cl)([O:28][C:29](=[O:35])OC(Cl)(Cl)Cl)Cl.[CH:37]1(O)[CH2:43][CH2:42]C[CH2:40][CH2:39][CH2:38]1.C(=O)(O)[O-].[Na+]. The catalyst is C(Cl)Cl.C(N(CC)CC)C.C1(C)C=CC=CC=1. The product is [CH3:1][O:2][C:3]1[CH:4]=[C:5]2[C:10](=[CH:11][C:12]=1[O:13][CH3:14])[N:9]=[CH:8][CH:7]=[C:6]2[O:15][C:16]1[C:22]([CH3:23])=[CH:21][C:19]([NH:20][C:29](=[O:35])[O:28][CH:26]2[CH2:40][CH2:39][CH2:38][CH2:37][CH2:43][CH2:42]2)=[C:18]([CH3:24])[CH:17]=1. The yield is 0.910. (5) The reactants are [CH2:1]([NH2:8])[C:2]1[CH:7]=[CH:6][CH:5]=[CH:4][CH:3]=1.C(N(CC)CC)C.Cl.[F:17][C:18]([F:52])([F:51])[C:19]1[CH:24]=[C:23]([C:25]2[CH:30]=[CH:29][C:28]([C:31]([F:34])([F:33])[F:32])=[CH:27][CH:26]=2)[N:22]=[C:21]([C:35]2[CH:40]=[CH:39][N:38]=[C:37]([C:41]3[CH:42]=[C:43]([S:47](Cl)(=[O:49])=[O:48])[CH:44]=[CH:45][CH:46]=3)[CH:36]=2)[N:20]=1. The catalyst is C1COCC1. The product is [CH2:1]([NH:8][S:47]([C:43]1[CH:44]=[CH:45][CH:46]=[C:41]([C:37]2[CH:36]=[C:35]([C:21]3[N:20]=[C:19]([C:18]([F:17])([F:51])[F:52])[CH:24]=[C:23]([C:25]4[CH:30]=[CH:29][C:28]([C:31]([F:34])([F:32])[F:33])=[CH:27][CH:26]=4)[N:22]=3)[CH:40]=[CH:39][N:38]=2)[CH:42]=1)(=[O:48])=[O:49])[C:2]1[CH:7]=[CH:6][CH:5]=[CH:4][CH:3]=1. The yield is 0.850. (6) The product is [NH2:8][C:9]1[S:13][C:12]([C:14]2[C:15]([F:21])=[CH:16][CH:17]=[CH:18][C:19]=2[F:20])=[N:11][C:10]=1[C:22]([NH:25][C:26]1[C:27]([N:35]2[CH2:40][C@H:39]([CH3:41])[C@:38]([OH:43])([CH3:42])[C@H:37]([NH2:44])[CH2:36]2)=[C:28]2[CH2:34][CH2:33][O:32][C:29]2=[N:30][CH:31]=1)=[O:24]. The yield is 0.340. The reactants are C(OC([NH:8][C:9]1[S:13][C:12]([C:14]2[C:19]([F:20])=[CH:18][CH:17]=[CH:16][C:15]=2[F:21])=[N:11][C:10]=1[C:22]([OH:24])=O)=O)(C)(C)C.[NH2:25][C:26]1[C:27]([N:35]2[CH2:40][C@H:39]([CH3:41])[C@:38]([OH:43])([CH3:42])[C@H:37]([NH:44]C(=O)OC(C)(C)C)[CH2:36]2)=[C:28]2[CH2:34][CH2:33][O:32][C:29]2=[N:30][CH:31]=1.CN(C(ON1N=NC2C=CC=NC1=2)=[N+](C)C)C.F[P-](F)(F)(F)(F)F.CCN(C(C)C)C(C)C. The catalyst is CN(C=O)C. (7) The reactants are [CH2:1]([N:3]([CH2:29][CH3:30])[CH2:4][CH2:5][CH2:6][N:7]([CH3:28])[C:8]([NH:10][C:11]1[CH:16]=[C:15]([O:17][C:18]2[CH:23]=[CH:22][C:21]([N+:24]([O-])=O)=[CH:20][C:19]=2[F:27])[CH:14]=[CH:13][N:12]=1)=[O:9])[CH3:2].O1CCCC1. The catalyst is CO.[Pd]. The product is [CH2:29]([N:3]([CH2:1][CH3:2])[CH2:4][CH2:5][CH2:6][N:7]([CH3:28])[C:8]([NH:10][C:11]1[CH:16]=[C:15]([O:17][C:18]2[CH:23]=[CH:22][C:21]([NH2:24])=[CH:20][C:19]=2[F:27])[CH:14]=[CH:13][N:12]=1)=[O:9])[CH3:30]. The yield is 0.856.